Dataset: Reaction yield outcomes from USPTO patents with 853,638 reactions. Task: Predict the reaction yield, written as a fraction of the theoretical maximum amount of product (1.0 means a 100% yield; for example, 0.34 means a 34% yield). (1) The reactants are [O:1]([C:8]1[CH:13]=[CH:12][C:11]([C:14]2[C:18]3[C:19]([NH2:23])=[N:20][CH:21]=[CH:22][C:17]=3[S:16][CH:15]=2)=[CH:10][CH:9]=1)[C:2]1[CH:7]=[CH:6][CH:5]=[CH:4][CH:3]=1.[I:24]N1C(=O)CCC1=O. The catalyst is CN(C=O)C. The product is [I:24][C:22]1[C:17]2[S:16][CH:15]=[C:14]([C:11]3[CH:10]=[CH:9][C:8]([O:1][C:2]4[CH:3]=[CH:4][CH:5]=[CH:6][CH:7]=4)=[CH:13][CH:12]=3)[C:18]=2[C:19]([NH2:23])=[N:20][CH:21]=1. The yield is 0.750. (2) The reactants are [SH:1][C:2]1[O:3][C:4]2[C:13]3[CH:12]([CH2:14][CH2:15][NH:16][C:17](=[O:19])[CH3:18])[CH2:11][CH2:10][C:9]=3[CH:8]=[CH:7][C:5]=2[N:6]=1.IC.[C:22](=O)([O-])[O-].[K+].[K+]. The catalyst is CN(C)C=O.C(OCC)C. The product is [CH3:22][S:1][C:2]1[O:3][C:4]2[C:13]3[CH:12]([CH2:14][CH2:15][NH:16][C:17](=[O:19])[CH3:18])[CH2:11][CH2:10][C:9]=3[CH:8]=[CH:7][C:5]=2[N:6]=1. The yield is 0.720. (3) The reactants are ClC1C([N+]([O-])=O)=C(Cl)C=CC=1C([O-])=O.[Na+].[Cl:16][C:17]1[CH:25]=[C:24]([Cl:26])[C:23]([N+:27]([O-:29])=[O:28])=[CH:22][C:18]=1[C:19]([O-:21])=[O:20].[Na+].Cl. The catalyst is O. The product is [Cl:16][C:17]1[CH:25]=[C:24]([Cl:26])[C:23]([N+:27]([O-:29])=[O:28])=[CH:22][C:18]=1[C:19]([OH:21])=[O:20]. The yield is 0.720. (4) The reactants are Cl[C:2](Cl)([O:4]C(=O)OC(Cl)(Cl)Cl)Cl.[CH3:13][O:14][C:15](=[O:22])[CH:16]([C:18]([F:21])([F:20])[F:19])[OH:17].C(N(CC)C(C)C)(C)C.[Cl:32][C:33]1[CH:38]=[CH:37][C:36]([CH:39]([C:46]2[CH:51]=[CH:50][C:49]([Cl:52])=[CH:48][CH:47]=2)[N:40]2[CH2:45][CH2:44][NH:43][CH2:42][CH2:41]2)=[CH:35][CH:34]=1. The catalyst is C(Cl)Cl. The product is [Cl:52][C:49]1[CH:50]=[CH:51][C:46]([CH:39]([C:36]2[CH:35]=[CH:34][C:33]([Cl:32])=[CH:38][CH:37]=2)[N:40]2[CH2:41][CH2:42][N:43]([C:2]([O:17][CH:16]([C:15]([O:14][CH3:13])=[O:22])[C:18]([F:21])([F:20])[F:19])=[O:4])[CH2:44][CH2:45]2)=[CH:47][CH:48]=1. The yield is 0.620. (5) The reactants are [C:1]([C:6]1[O:14][C:9]2=[CH:10][N:11]=[CH:12][CH:13]=[C:8]2[C:7]=1[NH:15]C(=O)OC(C)(C)C)(=[O:5])[CH2:2][CH2:3][CH3:4].C(O)(C(F)(F)F)=O. The catalyst is C(Cl)Cl. The product is [NH2:15][C:7]1[C:8]2[C:9](=[CH:10][N:11]=[CH:12][CH:13]=2)[O:14][C:6]=1[C:1](=[O:5])[CH2:2][CH2:3][CH3:4]. The yield is 0.950. (6) The reactants are [N+:1]([C:4]1[CH:5]=[C:6]([C:15]2[O:19][CH:18]=[N:17][CH:16]=2)[CH:7]=[C:8]([C:10]2[O:14][CH:13]=[N:12][CH:11]=2)[CH:9]=1)([O-])=O. The catalyst is [Pd].C(OCC)(=O)C. The product is [O:14]1[C:10]([C:8]2[CH:9]=[C:4]([CH:5]=[C:6]([C:15]3[O:19][CH:18]=[N:17][CH:16]=3)[CH:7]=2)[NH2:1])=[CH:11][N:12]=[CH:13]1. The yield is 0.870. (7) The reactants are [CH2:1]([O:8][C:9]([N:11]1[CH2:15][CH:14]([OH:16])[CH2:13][N:12]1[C:17](=[O:26])[CH2:18][C:19]1[CH:24]=[CH:23][C:22]([F:25])=[CH:21][CH:20]=1)=[O:10])[C:2]1[CH:7]=[CH:6][CH:5]=[CH:4][CH:3]=1.Cl[C:28]([O:30][C:31]1[CH:36]=[CH:35][C:34]([N+:37]([O-:39])=[O:38])=[CH:33][CH:32]=1)=[O:29].N1C=CC=CC=1. The catalyst is ClCCl.O. The product is [CH2:1]([O:8][C:9]([N:11]1[CH2:15][CH:14]([O:16][C:28]([O:30][C:31]2[CH:32]=[CH:33][C:34]([N+:37]([O-:39])=[O:38])=[CH:35][CH:36]=2)=[O:29])[CH2:13][N:12]1[C:17](=[O:26])[CH2:18][C:19]1[CH:24]=[CH:23][C:22]([F:25])=[CH:21][CH:20]=1)=[O:10])[C:2]1[CH:7]=[CH:6][CH:5]=[CH:4][CH:3]=1. The yield is 0.860. (8) The reactants are [NH:1]1[C:5]2[CH:6]=[CH:7][C:8]([C:10]#[N:11])=[CH:9][C:4]=2[N:3]=[CH:2]1.[O:12]1[CH:17]=[CH:16][CH2:15][CH2:14][CH2:13]1.CC1C=CC(S(O)(=O)=O)=CC=1.O. The catalyst is C1COCC1. The product is [O:12]1[CH2:17][CH2:16][CH2:15][CH2:14][CH:13]1[N:1]1[C:5]2[CH:6]=[CH:7][C:8]([C:10]#[N:11])=[CH:9][C:4]=2[N:3]=[CH:2]1. The yield is 0.959.